Dataset: Forward reaction prediction with 1.9M reactions from USPTO patents (1976-2016). Task: Predict the product of the given reaction. (1) Given the reactants [CH3:1][O:2][C:3](=[O:12])[C:4]1[CH:9]=[CH:8][CH:7]=[C:6]([NH2:10])[C:5]=1[OH:11].NC1C=CC(C#N)=CC=1OC1C=CC=CC=1Br.[CH2:30]([N:37]1[CH2:42][CH2:41][C:40](=O)[CH2:39][CH2:38]1)[C:31]1[CH:36]=[CH:35][CH:34]=[CH:33][CH:32]=1.C(OC(N1CCC(=O)CC1)=O)(C)(C)C.C(O[BH-](OC(=O)C)OC(=O)C)(=O)C.C[N+](C)(C)C.C(O[BH-](OC(=O)C)OC(=O)C)(=O)C.[Na+], predict the reaction product. The product is: [CH3:1][O:2][C:3](=[O:12])[C:4]1[CH:9]=[CH:8][CH:7]=[C:6]([NH:10][CH:40]2[CH2:39][CH2:38][N:37]([CH2:30][C:31]3[CH:36]=[CH:35][CH:34]=[CH:33][CH:32]=3)[CH2:42][CH2:41]2)[C:5]=1[OH:11]. (2) Given the reactants [Cu][C:2]#[N:3].Br[C:5]1[CH:13]=[CH:12][C:8]([C:9]([OH:11])=[O:10])=[CH:7][C:6]=1[S:14]([N:17]1[C:25]2[C:20](=[CH:21][CH:22]=[CH:23][CH:24]=2)[CH2:19][CH2:18]1)(=[O:16])=[O:15].CCOC(C)=O.O, predict the reaction product. The product is: [C:2]([C:5]1[CH:13]=[CH:12][C:8]([C:9]([OH:11])=[O:10])=[CH:7][C:6]=1[S:14]([N:17]1[C:25]2[C:20](=[CH:21][CH:22]=[CH:23][CH:24]=2)[CH2:19][CH2:18]1)(=[O:16])=[O:15])#[N:3]. (3) Given the reactants [F:1][C:2]1[CH:7]=[C:6]([F:8])[CH:5]=[CH:4][C:3]=1[NH:9][C:10](=[O:55])[NH:11][C:12]1[CH:53]=[CH:52][C:15]([O:16][C:17]2[CH:22]=[CH:21][N:20]=[C:19]3[CH:23]=[C:24]([C:26]4[N:27]([CH3:51])[C:28]([CH2:31][N:32]([CH2:47][CH2:48][O:49][CH3:50])[C:33](=[O:46])[C@@H:34]([NH:38]C(=O)OC(C)(C)C)[CH:35]([CH3:37])[CH3:36])=[CH:29][N:30]=4)[S:25][C:18]=23)=[C:14]([F:54])[CH:13]=1.Cl.O1CCOCC1, predict the reaction product. The product is: [NH2:38][C@@H:34]([CH:35]([CH3:37])[CH3:36])[C:33]([N:32]([CH2:31][C:28]1[N:27]([CH3:51])[C:26]([C:24]2[S:25][C:18]3[C:19](=[N:20][CH:21]=[CH:22][C:17]=3[O:16][C:15]3[CH:52]=[CH:53][C:12]([NH:11][C:10]([NH:9][C:3]4[CH:4]=[CH:5][C:6]([F:8])=[CH:7][C:2]=4[F:1])=[O:55])=[CH:13][C:14]=3[F:54])[CH:23]=2)=[N:30][CH:29]=1)[CH2:47][CH2:48][O:49][CH3:50])=[O:46]. (4) Given the reactants [NH2:1][C:2]1[C:7]([CH3:8])=[CH:6][C:5]([OH:9])=[C:4]([CH:10]([CH3:12])[CH3:11])[C:3]=1[OH:13].O[C:15]1C=C(C(C)C)C=C(O)C=1C.C1(C)CC(=O)C(C(C)C)C(=O)C1.C(OC(OCC)OCC)C.OS(O)(=O)=O, predict the reaction product. The product is: [CH:10]([C:4]1[C:3]2[O:13][CH:15]=[N:1][C:2]=2[C:7]([CH3:8])=[CH:6][C:5]=1[OH:9])([CH3:11])[CH3:12]. (5) Given the reactants [CH3:1][C:2]([CH2:4][CH3:5])=[O:3].[OH:6][CH2:7][CH:8]([CH2:10][OH:11])[OH:9], predict the reaction product. The product is: [CH3:1][C:2]([CH2:4][CH3:5])=[O:3].[OH:6][CH2:7][CH:8]([CH2:10][OH:11])[OH:9]. (6) Given the reactants [NH:1]1[C:9]2[C:4](=[CH:5][CH:6]=[CH:7][CH:8]=2)[C:3]([C:10]([OH:12])=[O:11])=[N:2]1.[Cl:13][C:14]1[CH:19]=[C:18](Cl)[N:17]=[CH:16][N:15]=1, predict the reaction product. The product is: [Cl:13][C:14]1[N:15]=[CH:16][N:17]=[C:18]([N:1]2[C:9]3[C:4](=[CH:5][CH:6]=[CH:7][CH:8]=3)[C:3]([C:10]([OH:12])=[O:11])=[N:2]2)[CH:19]=1. (7) Given the reactants [Cl:1][C:2]1[NH:10][C:9]2[C:8](=[O:11])[N:7]([CH2:12][CH2:13][CH2:14][O:15]C3CCCCO3)[C:6](=[O:22])[N:5]([CH2:23][CH2:24][CH2:25][CH2:26][CH3:27])[C:4]=2[N:3]=1.CC1C=CC(S(O)(=O)=O)=CC=1, predict the reaction product. The product is: [Cl:1][C:2]1[NH:10][C:9]2[C:8](=[O:11])[N:7]([CH2:12][CH2:13][CH2:14][OH:15])[C:6](=[O:22])[N:5]([CH2:23][CH2:24][CH2:25][CH2:26][CH3:27])[C:4]=2[N:3]=1. (8) Given the reactants [C:1]([O:5]CCCC)(=[O:4])[CH:2]=[CH2:3].[C:10]([O:14][CH2:15][CH2:16][CH2:17][CH2:18][OH:19])(=[O:13])[CH:11]=[CH2:12], predict the reaction product. The product is: [C:1]([O-:5])(=[O:4])[CH:2]=[CH2:3].[C:10]([O:14][CH2:15][CH2:16][CH2:17][CH3:18])(=[O:13])[CH:11]=[CH2:12].[C:10]([O:14][CH2:15][CH2:16][CH2:17][CH2:18][OH:19])(=[O:13])[CH:11]=[CH2:12]. (9) Given the reactants [NH2:1][CH2:2][CH2:3][CH2:4][N:5]([CH3:10])[CH2:6][CH2:7][CH2:8][NH2:9].CO[C:13]1[C:22](=[O:23])[C:17]2[N:18]=[C:19]([CH3:21])[S:20][C:16]=2[C:15](=[O:24])[CH:14]=1, predict the reaction product. The product is: [CH3:10][N:5]([CH2:6][CH2:7][CH2:8][NH:9][C:13]1[C:22](=[O:23])[C:17]2[N:18]=[C:19]([CH3:21])[S:20][C:16]=2[C:15](=[O:24])[CH:14]=1)[CH2:4][CH2:3][CH2:2][NH:1][C:13]1[C:22](=[O:23])[C:17]2[N:18]=[C:19]([CH3:21])[S:20][C:16]=2[C:15](=[O:24])[CH:14]=1. (10) Given the reactants [NH:1]1[C:5]2[CH:6]=[CH:7][CH:8]=[CH:9][C:4]=2[NH:3][C:2]1=[O:10].[H-].[Na+].[C:13](O[C:21]([O:23][C:24]([CH3:27])([CH3:26])[CH3:25])=[O:22])([O:15][C:16]([CH3:19])(C)C)=[O:14], predict the reaction product. The product is: [C:13]([O:15][CH2:16][CH3:19])(=[O:14])[CH3:2].[CH3:4][CH2:5][CH2:27][CH:24]([CH3:25])[CH3:26].[C:24]([O:23][C:21]([N:1]1[C:5]2[CH:6]=[CH:7][CH:8]=[CH:9][C:4]=2[NH:3][C:2]1=[O:10])=[O:22])([CH3:25])([CH3:26])[CH3:27].